This data is from Full USPTO retrosynthesis dataset with 1.9M reactions from patents (1976-2016). The task is: Predict the reactants needed to synthesize the given product. (1) Given the product [CH2:46]([N:50]1[N:54]=[C:53]([CH3:55])[S:52]/[C:51]/1=[CH:56]\[C:5]([C:4]1[CH:8]=[CH:9][C:10]([CH3:11])=[C:2]([CH3:1])[CH:3]=1)=[O:7])[CH2:47][CH2:48][CH3:49], predict the reactants needed to synthesize it. The reactants are: [CH3:1][C:2]1[CH:3]=[C:4]([CH:8]=[CH:9][C:10]=1[CH3:11])[C:5]([OH:7])=O.CN(C(ON1N=NC2C=CC=NC1=2)=[N+](C)C)C.F[P-](F)(F)(F)(F)F.CCN(C(C)C)C(C)C.[I-].[CH2:46]([N+:50]1[N:54]=[C:53]([CH3:55])[S:52][C:51]=1[CH3:56])[CH2:47][CH2:48][CH3:49]. (2) Given the product [F:28][C:23]1[CH:24]=[CH:25][CH:26]=[CH:27][C:22]=1[C:9]1[C:8]2[C:13](=[CH:14][CH:15]=[C:6]([OH:5])[CH:7]=2)[N:12]=[C:11]([CH2:16][CH:17]([CH3:18])[CH3:19])[C:10]=1[CH2:20][NH:21][C:43](=[O:44])[O:45][C:46]([CH3:47])([CH3:48])[CH3:49], predict the reactants needed to synthesize it. The reactants are: C([O:5][C:6]1[CH:7]=[C:8]2[C:13](=[CH:14][CH:15]=1)[N:12]=[C:11]([CH2:16][CH:17]([CH3:19])[CH3:18])[C:10]([C:20]#[N:21])=[C:9]2[C:22]1[CH:27]=[CH:26][CH:25]=[CH:24][C:23]=1[F:28])(C)(C)C.N.O1CCCC1.[C:43](O[C:43]([O:45][C:46]([CH3:49])([CH3:48])[CH3:47])=[O:44])([O:45][C:46]([CH3:49])([CH3:48])[CH3:47])=[O:44]. (3) The reactants are: [NH2:1][C:2]1[CH:3]=[CH:4][C:5]([CH:13]2[CH2:18][CH2:17][C:16](=O)[CH2:15][CH2:14]2)=[C:6]2[C:10]=1[C:9](=[O:11])[N:8]([CH3:12])[CH2:7]2.[CH3:20][N:21]1[CH2:26][CH2:25][NH:24][CH2:23][CH2:22]1.C(O[BH-](OC(=O)C)OC(=O)C)(=O)C.[Na+]. Given the product [NH2:1][C:2]1[CH:3]=[CH:4][C:5]([C@H:13]2[CH2:18][CH2:17][C@H:16]([N:24]3[CH2:25][CH2:26][N:21]([CH3:20])[CH2:22][CH2:23]3)[CH2:15][CH2:14]2)=[C:6]2[C:10]=1[C:9](=[O:11])[N:8]([CH3:12])[CH2:7]2, predict the reactants needed to synthesize it. (4) Given the product [C:8]([OH:12])(=[O:23])/[CH:9]=[CH:72]/[C:71]([OH:74])=[O:73].[CH3:56][NH:55][CH2:16][C:7]1[C:8]2[O:12][N:11]=[C:10]([CH2:13][CH2:38][CH:39]3[CH2:40][CH2:41][N:42]([C:45]4[N:61]=[N:29][CH:28]=[CH:27][CH:26]=4)[CH2:43][CH2:44]3)[C:9]=2[CH:14]=[CH:15][C:6]=1[O:5][CH2:4][CH:1]1[CH2:2][CH2:3]1, predict the reactants needed to synthesize it. The reactants are: [CH:1]1([CH2:4][O:5][C:6]2[CH:15]=[CH:14][C:9]3[C:10]([CH3:13])=[N:11][O:12][C:8]=3[C:7]=2/[CH:16]=C/C)[CH2:3][CH2:2]1.C1(C[O:23]C2C=C[C:27]3[C:28](C)=[N:29]O[C:26]=3C=2/C=C\C)CC1.I[CH2:38][CH:39]1[CH2:44][CH2:43][N:42]([C:45](OC(C)(C)C)=O)[CH2:41][CH2:40]1.C([N-:55][CH:56](C)C)(C)C.[Li+].[Cl-].[NH4+:61].[Cl-].[Na+].CCCCCCC.[C:71]([O:74]CC)(=[O:73])[CH3:72]. (5) Given the product [CH2:1]([N:4]([CH3:20])[CH2:5][CH2:6][CH2:7][CH2:8][O:9][C:10]1[CH:11]=[C:12]2[C:16](=[CH:17][CH:18]=1)[N:15]([C:22]1[CH:27]=[CH:26][C:25]([C:28]([F:31])([F:30])[F:29])=[CH:24][CH:23]=1)[C:14]([CH3:19])=[CH:13]2)[CH:2]=[CH2:3], predict the reactants needed to synthesize it. The reactants are: [CH2:1]([N:4]([CH3:20])[CH2:5][CH2:6][CH2:7][CH2:8][O:9][C:10]1[CH:11]=[C:12]2[C:16](=[CH:17][CH:18]=1)[NH:15][C:14]([CH3:19])=[CH:13]2)[CH:2]=[CH2:3].F[C:22]1[CH:27]=[CH:26][C:25]([C:28]([F:31])([F:30])[F:29])=[CH:24][CH:23]=1. (6) Given the product [Cl:15][C:9]1[C:10]2[S:11][C:3]([S:2][CH3:1])=[CH:4][C:5]=2[N:6]=[CH:7][N:8]=1, predict the reactants needed to synthesize it. The reactants are: [CH3:1][S:2][C:3]1[S:11][C:10]2[C:9](=O)[NH:8][CH:7]=[N:6][C:5]=2[CH:4]=1.P(Cl)(Cl)([Cl:15])=O. (7) Given the product [F:18][C:2]([F:1])([C:14]([F:17])([F:16])[F:15])[C@@:3]([OH:13])([C:7]1[CH:12]=[CH:11][CH:10]=[CH:9][CH:8]=1)[C:4]([NH:64][CH2:59][C:60]1[CH:61]=[C:62]([C:20]([F:30])([F:29])[F:19])[CH:63]=[CH:58][N:57]=1)=[O:6], predict the reactants needed to synthesize it. The reactants are: [F:1][C:2]([F:18])([C:14]([F:17])([F:16])[F:15])[C@@:3]([OH:13])([C:7]1[CH:12]=[CH:11][CH:10]=[CH:9][CH:8]=1)[C:4]([OH:6])=O.[F:19][C:20]([F:30])([F:29])C1C=CC(CN)=NC=1.C(N(C(C)C)CC)(C)C.C1CN([P+](O[N:57]2N=[N:64][C:59]3[CH:60]=[CH:61][CH:62]=[CH:63][C:58]2=3)(N2CCCC2)N2CCCC2)CC1.F[P-](F)(F)(F)(F)F. (8) Given the product [Br:6][C:7]1[CH:8]=[C:9]2[C:14](=[CH:15][CH:16]=1)[N:13]=[C:12]([Cl:17])[C:11]([I:18])=[CH:10]2, predict the reactants needed to synthesize it. The reactants are: [Li]CCCC.[Br:6][C:7]1[CH:8]=[C:9]2[C:14](=[CH:15][CH:16]=1)[N:13]=[C:12]([Cl:17])[CH:11]=[CH:10]2.[I:18]I.C1COCC1.O.